This data is from Full USPTO retrosynthesis dataset with 1.9M reactions from patents (1976-2016). The task is: Predict the reactants needed to synthesize the given product. (1) Given the product [NH2:24][C:16]1[N:15]=[C:14]([C:11]2[CH:12]=[C:13]3[C:5]([C:41]4[CH:49]=[CH:48][C:44]([C:45]([OH:47])=[O:46])=[C:43]([F:50])[CH:42]=4)=[CH:6][NH:7][C:8]3=[N:9][CH:10]=2)[C:23]2[C:18]([CH:17]=1)=[CH:19][CH:20]=[CH:21][CH:22]=2, predict the reactants needed to synthesize it. The reactants are: ClCCl.Br[C:5]1[C:13]2[C:8](=[N:9][CH:10]=[C:11]([C:14]3[C:23]4[C:18](=[CH:19][CH:20]=[CH:21][CH:22]=4)[CH:17]=[C:16]([NH:24]C(OC(C)(C)C)=O)[N:15]=3)[CH:12]=2)[N:7](C(OC(C)(C)C)=O)[CH:6]=1.OB(O)[C:41]1[CH:49]=[CH:48][C:44]([C:45]([OH:47])=[O:46])=[C:43]([F:50])[CH:42]=1.C(=O)([O-])[O-].[K+].[K+].Cl. (2) Given the product [CH3:21][O:20][C:6]1[CH:5]=[C:4]2[C:9]([C:10]([C:14]3[CH:19]=[CH:18][CH:17]=[CH:16][CH:15]=3)=[C:11]([C:12]#[N:13])[C:2]([N:22]3[CH2:27][CH2:26][CH2:25][CH2:24][CH2:23]3)=[N:3]2)=[CH:8][CH:7]=1, predict the reactants needed to synthesize it. The reactants are: Cl[C:2]1[C:11]([C:12]#[N:13])=[C:10]([C:14]2[CH:19]=[CH:18][CH:17]=[CH:16][CH:15]=2)[C:9]2[C:4](=[CH:5][C:6]([O:20][CH3:21])=[CH:7][CH:8]=2)[N:3]=1.[NH:22]1[CH2:27][CH2:26][CH2:25][CH2:24][CH2:23]1. (3) The reactants are: [NH2:1][C:2]1[CH:7]=[C:6]([Cl:8])[CH:5]=[CH:4][N:3]=1.[Cl:9][C:10]1[CH:19]=[C:18]([Cl:20])[CH:17]=[CH:16][C:11]=1[C:12](=O)[CH2:13]Cl.[OH-].[Na+]. Given the product [Cl:8][C:6]1[CH:5]=[CH:4][N:3]2[CH:13]=[C:12]([C:11]3[CH:16]=[CH:17][C:18]([Cl:20])=[CH:19][C:10]=3[Cl:9])[N:1]=[C:2]2[CH:7]=1, predict the reactants needed to synthesize it. (4) Given the product [CH:13]1([NH:1][C:2]2[C:3]([CH3:12])=[C:4]([CH:9]=[CH:10][CH:11]=2)[C:5]([O:7][CH3:8])=[O:6])[CH2:17][CH2:16][CH2:15][CH2:14]1, predict the reactants needed to synthesize it. The reactants are: [NH2:1][C:2]1[C:3]([CH3:12])=[C:4]([CH:9]=[CH:10][CH:11]=1)[C:5]([O:7][CH3:8])=[O:6].[C:13]1(=O)[CH2:17][CH2:16][CH2:15][CH2:14]1.C(O)(=O)C.C([BH3-])#N.[Na+].